From a dataset of Catalyst prediction with 721,799 reactions and 888 catalyst types from USPTO. Predict which catalyst facilitates the given reaction. (1) Reactant: Br[C:2]1[S:3][C:4]([S:7][CH2:8][C:9]([NH:11][CH2:12][C@@H:13]2[O:18][CH2:17][CH2:16][N:15]([CH2:19][C:20]3[CH:25]=[CH:24][C:23]([Cl:26])=[C:22]([Cl:27])[CH:21]=3)[CH2:14]2)=[O:10])=[CH:5][CH:6]=1.C(=O)([O-])[O-].[Na+].[Na+].C[O:35][C:36]([C:38]1[CH:43]=[CH:42][C:41](B(O)O)=[CH:40][CH:39]=1)=[O:37]. Product: [C:36]([C:38]1[CH:43]=[CH:42][C:41]([C:2]2[S:3][C:4]([S:7][CH2:8][C:9]([NH:11][CH2:12][C@@H:13]3[O:18][CH2:17][CH2:16][N:15]([CH2:19][C:20]4[CH:25]=[CH:24][C:23]([Cl:26])=[C:22]([Cl:27])[CH:21]=4)[CH2:14]3)=[O:10])=[CH:5][CH:6]=2)=[CH:40][CH:39]=1)([OH:37])=[O:35]. The catalyst class is: 108. (2) Reactant: [O:1]=[C:2]1[C:6]([C:7]2[CH:8]=[N:9][CH:10]=[C:11]([CH:15]=2)[C:12]([OH:14])=O)=[CH:5][NH:4][N:3]1[C:16]1[CH:21]=[CH:20][CH:19]=[CH:18][N:17]=1.[CH:22]([N:25](CC)C(C)C)(C)C.F[P-](F)(F)(F)(F)F.N1(O[P+](N2CCCC2)(N2CCCC2)N2CCCC2)C2C=CC=CC=2N=N1.CN. Product: [CH3:22][NH:25][C:12](=[O:14])[C:11]1[CH:15]=[C:7]([C:6]2[C:2](=[O:1])[N:3]([C:16]3[CH:21]=[CH:20][CH:19]=[CH:18][N:17]=3)[NH:4][CH:5]=2)[CH:8]=[N:9][CH:10]=1. The catalyst class is: 198. (3) Product: [OH:1][C:2]1[C:11]([CH3:12])=[C:10]([CH3:13])[C:9]([CH2:24][C:25]2[CH:30]=[CH:29][C:28]([O:31][CH3:32])=[CH:27][CH:26]=2)=[CH:8][C:3]=1[C:4]([O:6][CH3:7])=[O:5]. Reactant: [OH:1][C:2]1[C:11]([CH3:12])=[C:10]([CH3:13])[C:9](B2OC(C)(C)C(C)(C)O2)=[CH:8][C:3]=1[C:4]([O:6][CH3:7])=[O:5].Cl[CH2:24][C:25]1[CH:30]=[CH:29][C:28]([O:31][CH3:32])=[CH:27][CH:26]=1.C(=O)([O-])[O-].[Na+].[Na+].O. The catalyst class is: 104. (4) Reactant: [OH-].[Na+].[Br:3][C:4]1[CH:5]=[C:6]([OH:11])[C:7](=[O:10])[NH:8][CH:9]=1.I[CH2:13][CH2:14][CH2:15][O:16][CH3:17]. Product: [Br:3][C:4]1[CH:5]=[C:6]([O:11][CH2:13][CH2:14][CH2:15][O:16][CH3:17])[C:7](=[O:10])[NH:8][CH:9]=1. The catalyst class is: 15. (5) Reactant: [C:1]([O:5][C:6]([C:8]1[C:9]([CH3:44])=[C:10]2[C:14](=[CH:15][CH:16]=1)[C@@H:13]([NH:17][C:18]([C:20]1[N:25]3[N:26]=[CH:27][C:28]([C:29](O)=[O:30])=[C:24]3[N:23]=[C:22]([C:32](=[O:43])[NH:33][CH2:34][C:35]3[CH:40]=[CH:39][C:38]([F:41])=[C:37]([F:42])[CH:36]=3)[CH:21]=1)=[O:19])[CH2:12][CH2:11]2)=[O:7])([CH3:4])([CH3:3])[CH3:2].[CH3:45][N:46](C=O)C.C(Cl)(=O)C(Cl)=O. The catalyst class is: 2. Product: [C:1]([O:5][C:6]([C:8]1[C:9]([CH3:44])=[C:10]2[C:14](=[CH:15][CH:16]=1)[C@@H:13]([NH:17][C:18]([C:20]1[N:25]3[N:26]=[CH:27][C:28]([C:29](=[O:30])[NH:46][CH3:45])=[C:24]3[N:23]=[C:22]([C:32](=[O:43])[NH:33][CH2:34][C:35]3[CH:40]=[CH:39][C:38]([F:41])=[C:37]([F:42])[CH:36]=3)[CH:21]=1)=[O:19])[CH2:12][CH2:11]2)=[O:7])([CH3:2])([CH3:3])[CH3:4]. (6) Reactant: [N+:1]([C:4]1[N:5]=[CH:6][NH:7][CH:8]=1)([O-:3])=[O:2].C(OC(=O)C)(=O)C.[N+:16]([O-])([OH:18])=[O:17]. Product: [N+:16]([N:7]1[CH:8]=[C:4]([N+:1]([O-:3])=[O:2])[N:5]=[CH:6]1)([O-:18])=[O:17]. The catalyst class is: 6. (7) Reactant: [CH3:1][O:2][C:3]1[CH:12]=[C:11]2[C:6]([C:7]([NH:13][C:14]3[CH:19]=[CH:18][C:17]([O:20][C:21]4[CH:26]=[CH:25][CH:24]=[CH:23][CH:22]=4)=[CH:16][CH:15]=3)=[N:8][CH:9]=[N:10]2)=[CH:5][C:4]=1[NH2:27].O1CCOC[CH2:29]1.C(Cl)Cl.[C:37](Cl)(=[O:40])[CH:38]=[CH2:39]. Product: [CH2:1]([O:2][C:3]1[CH:12]=[C:11]2[C:6]([C:7]([NH:13][C:14]3[CH:15]=[CH:16][C:17]([O:20][C:21]4[CH:26]=[CH:25][CH:24]=[CH:23][CH:22]=4)=[CH:18][CH:19]=3)=[N:8][CH:9]=[N:10]2)=[CH:5][C:4]=1[NH:27][C:37](=[O:40])[CH:38]=[CH2:39])[CH3:29]. The catalyst class is: 6.